From a dataset of Full USPTO retrosynthesis dataset with 1.9M reactions from patents (1976-2016). Predict the reactants needed to synthesize the given product. (1) Given the product [Cl:18][C:19]1[N:24]=[CH:23][C:22]([S:25]([N:28]2[CH2:33][CH2:32][N:31]([C:2]3[N:3]=[CH:4][C:5]([C:8]([OH:17])([C:13]([F:16])([F:15])[F:14])[C:9]([F:10])([F:11])[F:12])=[CH:6][N:7]=3)[CH:30]([C:34]#[C:35][CH3:36])[CH2:29]2)(=[O:27])=[O:26])=[CH:21][CH:20]=1, predict the reactants needed to synthesize it. The reactants are: Cl[C:2]1[N:7]=[CH:6][C:5]([C:8]([OH:17])([C:13]([F:16])([F:15])[F:14])[C:9]([F:12])([F:11])[F:10])=[CH:4][N:3]=1.[Cl:18][C:19]1[N:24]=[CH:23][C:22]([S:25]([N:28]2[CH2:33][CH2:32][NH:31][CH:30]([C:34]#[C:35][CH3:36])[CH2:29]2)(=[O:27])=[O:26])=[CH:21][CH:20]=1.CCN(C(C)C)C(C)C. (2) Given the product [CH3:39][C:5]([O:7][C:8]1[CH:13]=[CH:12][C:11]([CH2:14][N:15]([C:22]2[S:26][C:25]([C:27]3[CH:28]=[CH:29][C:30]([C:33]([F:35])([F:36])[F:34])=[CH:31][CH:32]=3)=[N:24][C:23]=2[CH3:37])[CH2:16][C:17]2[O:18][CH:19]=[CH:20][CH:21]=2)=[CH:10][C:9]=1[CH3:38])([CH3:6])[C:4]([OH:40])=[O:3], predict the reactants needed to synthesize it. The reactants are: C([O:3][C:4](=[O:40])[C:5]([CH3:39])([O:7][C:8]1[CH:13]=[CH:12][C:11]([CH2:14][N:15]([C:22]2[S:26][C:25]([C:27]3[CH:32]=[CH:31][C:30]([C:33]([F:36])([F:35])[F:34])=[CH:29][CH:28]=3)=[N:24][C:23]=2[CH3:37])[CH2:16][C:17]2[O:18][CH:19]=[CH:20][CH:21]=2)=[CH:10][C:9]=1[CH3:38])[CH3:6])C.[OH-].[Na+]. (3) Given the product [ClH:47].[NH2:22][C:18]1([C:15]2[CH:14]=[CH:13][C:12]([C:10]3[O:11][C:5]4[N:4]=[C:3]([N:36]5[CH2:40][CH2:39][CH2:38][CH2:37]5)[N:2]([CH3:1])[C:7](=[O:8])[C:6]=4[C:9]=3[C:30]3[CH:35]=[CH:34][CH:33]=[CH:32][CH:31]=3)=[CH:17][CH:16]=2)[CH2:21][CH2:20][CH2:19]1, predict the reactants needed to synthesize it. The reactants are: [CH3:1][N:2]1[C:7](=[O:8])[C:6]2[C:9]([C:30]3[CH:35]=[CH:34][CH:33]=[CH:32][CH:31]=3)=[C:10]([C:12]3[CH:17]=[CH:16][C:15]([C:18]4([NH:22]C(=O)OC(C)(C)C)[CH2:21][CH2:20][CH2:19]4)=[CH:14][CH:13]=3)[O:11][C:5]=2[N:4]=[C:3]1[N:36]1[CH2:40][CH2:39][CH2:38][CH2:37]1.Cl.CO.C([Cl:47])(=O)C. (4) Given the product [F:36][C:37]([F:50])([F:49])[S:38]([N:1]1[C:10]2[C:5](=[CH:6][CH:7]=[CH:8][CH:9]=2)[CH2:4][CH2:3][CH:2]1[CH2:11][NH:12][C:13]([NH:15][C:16]1[CH:24]=[CH:23][CH:22]=[C:21]2[C:17]=1[CH:18]=[N:19][N:20]2[C:25]([O:27][CH3:28])=[O:26])=[O:14])(=[O:40])=[O:39], predict the reactants needed to synthesize it. The reactants are: [NH:1]1[C:10]2[C:5](=[CH:6][CH:7]=[CH:8][CH:9]=2)[CH2:4][CH2:3][CH:2]1[CH2:11][NH:12][C:13]([NH:15][C:16]1[CH:24]=[CH:23][CH:22]=[C:21]2[C:17]=1[CH:18]=[N:19][N:20]2[C:25]([O:27][CH3:28])=[O:26])=[O:14].C(N(CC)CC)C.[F:36][C:37]([F:50])([F:49])[S:38](O[S:38]([C:37]([F:50])([F:49])[F:36])(=[O:40])=[O:39])(=[O:40])=[O:39]. (5) Given the product [CH2:10]([N:7]1[CH2:8][CH2:9][CH:5]([CH2:4][C:3]([NH:20][OH:21])=[O:19])[C:6]1=[O:18])[C:11]1[CH:12]=[CH:17][CH:16]=[CH:15][CH:14]=1, predict the reactants needed to synthesize it. The reactants are: CO[C:3](=[O:19])[CH2:4][CH:5]1[CH2:9][CH2:8][N:7]([CH2:10][CH2:11][C:12]2[CH:17]=[CH:16][CH:15]=[CH:14]C=2)[C:6]1=[O:18].[NH2:20][O:21][K].C(O)(=O)C. (6) Given the product [C:4]([O:3][C:1](=[O:2])[NH:8][C@H:9]([CH3:10])[C:11]([N:41]1[CH2:42][CH:39]([C:37]#[N:38])[CH2:40]1)=[O:13])([CH3:5])([CH3:6])[CH3:7], predict the reactants needed to synthesize it. The reactants are: [C:1]([NH:8][C@@H:9]([C:11]([OH:13])=O)[CH3:10])([O:3][C:4]([CH3:7])([CH3:6])[CH3:5])=[O:2].F[B-](F)(F)F.N1(OC(N(C)C)=[N+](C)C)C2C=CC=CC=2N=N1.Cl.[C:37]([CH:39]1[CH2:42][NH:41][CH2:40]1)#[N:38].C(N(CC)C(C)C)(C)C. (7) Given the product [C:20]([NH:19][C:16]([C:14]1[N:15]=[C:11]([C:8]2[CH:7]=[CH:6][C:5]([C:4]([OH:23])=[O:3])=[CH:10][CH:9]=2)[S:12][CH:13]=1)([CH3:18])[CH3:17])(=[O:22])[CH3:21], predict the reactants needed to synthesize it. The reactants are: C([O:3][C:4](=[O:23])[C:5]1[CH:10]=[CH:9][C:8]([C:11]2[S:12][CH:13]=[C:14]([C:16]([NH:19][C:20](=[O:22])[CH3:21])([CH3:18])[CH3:17])[N:15]=2)=[CH:7][CH:6]=1)C.[OH-].[Na+].